This data is from Retrosynthesis with 50K atom-mapped reactions and 10 reaction types from USPTO. The task is: Predict the reactants needed to synthesize the given product. Given the product COCCc1nc2c(N)nc3ccccc3c2n1CCCCN(CCN(C)C)Cc1cccc(OC(C)(C)C(=O)O)c1, predict the reactants needed to synthesize it. The reactants are: CCOC(=O)C(C)(C)Oc1cccc(CN(CCCCn2c(CCOC)nc3c(N)nc4ccccc4c32)CCN(C)C)c1.